This data is from Catalyst prediction with 721,799 reactions and 888 catalyst types from USPTO. The task is: Predict which catalyst facilitates the given reaction. Reactant: [NH:1]1[C:9]2[C:4](=[CH:5][CH:6]=[CH:7][CH:8]=2)[C:3]([CH2:10][CH2:11][CH2:12][NH-:13])=[CH:2]1.[H-].[Al+3].[Li+].[H-].[H-].[H-]. Product: [NH:1]1[C:9]2[C:4](=[CH:5][CH:6]=[CH:7][CH:8]=2)[C:3]([CH2:10][CH2:11][CH2:12][NH2:13])=[CH:2]1. The catalyst class is: 7.